This data is from Reaction yield outcomes from USPTO patents with 853,638 reactions. The task is: Predict the reaction yield, written as a fraction of the theoretical maximum amount of product (1.0 means a 100% yield; for example, 0.34 means a 34% yield). The yield is 0.870. The catalyst is C1(C)C(C)=CC=CC=1.C1C=CC(/C=C/C(/C=C/C2C=CC=CC=2)=O)=CC=1.C1C=CC(/C=C/C(/C=C/C2C=CC=CC=2)=O)=CC=1.C1C=CC(/C=C/C(/C=C/C2C=CC=CC=2)=O)=CC=1.[Pd].[Pd]. The reactants are [F:1][C:2]1[CH:7]=[CH:6][C:5]([CH3:8])=[CH:4][C:3]=1[C:9]1[CH:14]=[C:13]([NH2:15])[CH:12]=[CH:11][N:10]=1.I[C:17]1[C:18]2[C:19](=[CH:23][N:24]([CH:26]3[CH2:31][CH2:30][N:29](C(OC(C)(C)C)=O)[CH2:28][CH2:27]3)[N:25]=2)[N:20]=[CH:21][CH:22]=1.CC(C)([O-])C.N#N.C1(P(C2CCCCC2)C2C=CC=CC=2C2C(C(C)C)=CC(C(C)C)=CC=2C(C)C)CCCCC1. The product is [F:1][C:2]1[CH:7]=[CH:6][C:5]([CH3:8])=[CH:4][C:3]=1[C:9]1[CH:14]=[C:13]([NH:15][C:17]2[C:18]3[C:19](=[CH:23][N:24]([CH:26]4[CH2:31][CH2:30][NH:29][CH2:28][CH2:27]4)[N:25]=3)[N:20]=[CH:21][CH:22]=2)[CH:12]=[CH:11][N:10]=1.